Dataset: Catalyst prediction with 721,799 reactions and 888 catalyst types from USPTO. Task: Predict which catalyst facilitates the given reaction. (1) Reactant: [Cl:1][C:2]1[CH:3]=[CH:4][C:5]([O:34][CH:35]([F:37])[F:36])=[C:6]([C:8]2[C:12]([NH:13][C:14]([C:16]3[CH:17]=[N:18][N:19]4[CH:24]=[CH:23][CH:22]=[N:21][C:20]=34)=[O:15])=[CH:11][N:10]([CH2:25][CH:26]=[C:27]3[CH2:32][CH2:31][C:30](=O)[CH2:29][CH2:28]3)[N:9]=2)[CH:7]=1.[NH2:38][CH2:39][CH2:40][C:41]#[N:42].[BH3-]C#N.[Na+]. Product: [Cl:1][C:2]1[CH:3]=[CH:4][C:5]([O:34][CH:35]([F:37])[F:36])=[C:6]([C:8]2[C:12]([NH:13][C:14]([C:16]3[CH:17]=[N:18][N:19]4[CH:24]=[CH:23][CH:22]=[N:21][C:20]=34)=[O:15])=[CH:11][N:10]([CH2:25][CH:26]=[C:27]3[CH2:28][CH2:29][CH:30]([NH:42][CH2:41][CH2:40][C:39]#[N:38])[CH2:31][CH2:32]3)[N:9]=2)[CH:7]=1. The catalyst class is: 5. (2) Reactant: C([SiH](CC)CC)C.O[C:9]1([C:25]2[C:35]([OH:36])=[CH:34][C:28]3[N:29]([CH3:33])[CH2:30][CH2:31][O:32][C:27]=3[CH:26]=2)[C:17]2[C:12](=[CH:13][CH:14]=[CH:15][CH:16]=2)[N:11]([CH2:18][C@H:19]2[CH2:23][CH2:22][CH2:21][O:20]2)[C:10]1=[O:24].[F:37][C:38]([F:43])([F:42])[C:39]([OH:41])=[O:40]. Product: [F:37][C:38]([F:43])([F:42])[C:39]([OH:41])=[O:40].[OH:36][C:35]1[C:25]([CH:9]2[C:17]3[C:12](=[CH:13][CH:14]=[CH:15][CH:16]=3)[N:11]([CH2:18][C@H:19]3[CH2:23][CH2:22][CH2:21][O:20]3)[C:10]2=[O:24])=[CH:26][C:27]2[O:32][CH2:31][CH2:30][N:29]([CH3:33])[C:28]=2[CH:34]=1. The catalyst class is: 4. (3) Reactant: [ClH:1].[CH2:2]1[C:10]2[C:5](=[CH:6][CH:7]=[CH:8][CH:9]=2)[CH2:4][CH:3]1[NH:11][C:12]1[N:13]=[CH:14][C:15]2[CH2:20][N:19]([C:21]([O:23][CH2:24][CH:25]3[CH2:30][N:29]4[CH:31]=[CH:32][N:33]=[C:28]4[CH2:27][CH2:26]3)=[O:22])[CH2:18][C:16]=2[N:17]=1. Product: [ClH:1].[CH2:2]1[C:10]2[C:5](=[CH:6][CH:7]=[CH:8][CH:9]=2)[CH2:4][CH:3]1[NH:11][C:12]1[N:13]=[CH:14][C:15]2[CH2:20][N:19]([C:21]([O:23][CH2:24][CH:25]3[CH2:30][N:29]4[CH:31]=[CH:32][N:33]=[C:28]4[CH2:27][CH2:26]3)=[O:22])[CH2:18][C:16]=2[N:17]=1. The catalyst class is: 32. (4) Reactant: [O:1]1[CH2:6][CH2:5][N:4]([C:7]2[C:8]3[N:9]([C:13]([C:28]4[CH:29]=[CH:30][C:31]([C:34]([O:36]C(C)(C)C)=[O:35])=[N:32][CH:33]=4)=[C:14](/[CH:16]=[CH:17]/[C:18]4[CH:27]=[CH:26][C:25]5[CH2:24][CH2:23][CH2:22][CH2:21][C:20]=5[N:19]=4)[N:15]=3)[N:10]=[CH:11][CH:12]=2)[CH2:3][CH2:2]1.[C:41]([OH:47])([C:43]([F:46])([F:45])[F:44])=[O:42]. Product: [F:44][C:43]([F:46])([F:45])[C:41]([OH:47])=[O:42].[O:1]1[CH2:6][CH2:5][N:4]([C:7]2[C:8]3[N:9]([C:13]([C:28]4[CH:29]=[CH:30][C:31]([C:34]([OH:36])=[O:35])=[N:32][CH:33]=4)=[C:14](/[CH:16]=[CH:17]/[C:18]4[CH:27]=[CH:26][C:25]5[CH2:24][CH2:23][CH2:22][CH2:21][C:20]=5[N:19]=4)[N:15]=3)[N:10]=[CH:11][CH:12]=2)[CH2:3][CH2:2]1. The catalyst class is: 2. (5) Reactant: [F:1][C:2]1[C:33]([F:34])=[CH:32][CH:31]=[CH:30][C:3]=1[CH2:4][S:5][C:6]1[N:11]=[C:10]([NH:12][S:13]([N:16]2[CH2:19][CH2:18][CH2:17]2)(=[O:15])=[O:14])[CH:9]=[C:8]([NH:20][C@H:21]([C@@H:23]2[CH2:27][O:26]C(C)(C)[O:24]2)[CH3:22])[N:7]=1.C1(C)C=CC(S(O)(=O)=O)=CC=1. Product: [F:1][C:2]1[C:33]([F:34])=[CH:32][CH:31]=[CH:30][C:3]=1[CH2:4][S:5][C:6]1[N:11]=[C:10]([NH:12][S:13]([N:16]2[CH2:17][CH2:18][CH2:19]2)(=[O:14])=[O:15])[CH:9]=[C:8]([NH:20][C@@H:21]([CH3:22])[C@@H:23]([OH:24])[CH2:27][OH:26])[N:7]=1. The catalyst class is: 24. (6) Reactant: Cl[C:2]1[N:7]=[C:6]([CH3:8])[C:5]([N+:9]([O-:11])=[O:10])=[C:4]([NH2:12])[CH:3]=1.[NH:13]1[CH2:18][CH2:17][O:16][CH2:15][CH2:14]1. Product: [CH3:8][C:6]1[C:5]([N+:9]([O-:11])=[O:10])=[C:4]([NH2:12])[CH:3]=[C:2]([N:13]2[CH2:18][CH2:17][O:16][CH2:15][CH2:14]2)[N:7]=1. The catalyst class is: 8. (7) Reactant: [H-].[Na+].[CH3:3][O:4][CH2:5][CH2:6][OH:7].F[C:9]1[CH:14]=[CH:13][C:12]([S:15]([NH:18][C:19]2[CH:24]=[CH:23][C:22]([CH3:25])=[CH:21][CH:20]=2)(=[O:17])=[O:16])=[CH:11][CH:10]=1. The catalyst class is: 12. Product: [CH3:3][O:4][CH2:5][CH2:6][O:7][C:9]1[CH:10]=[CH:11][C:12]([S:15]([NH:18][C:19]2[CH:20]=[CH:21][C:22]([CH3:25])=[CH:23][CH:24]=2)(=[O:16])=[O:17])=[CH:13][CH:14]=1.